Predict the product of the given reaction. From a dataset of Forward reaction prediction with 1.9M reactions from USPTO patents (1976-2016). (1) Given the reactants [NH2:1][C:2]1[CH:3]=[CH:4][CH:5]=[C:6]2[C:10]=1[N:9]([CH2:11][O:12][CH3:13])[C:8]([C:14]1[S:15][C:16]([C:19]([O:21][CH2:22][CH3:23])=[O:20])=[CH:17][N:18]=1)=[CH:7]2.[S:24]1[CH:28]=[CH:27][CH:26]=[C:25]1[S:29](Cl)(=[O:31])=[O:30], predict the reaction product. The product is: [CH3:13][O:12][CH2:11][N:9]1[C:10]2[C:6](=[CH:5][CH:4]=[CH:3][C:2]=2[NH:1][S:29]([C:25]2[S:24][CH:28]=[CH:27][CH:26]=2)(=[O:31])=[O:30])[CH:7]=[C:8]1[C:14]1[S:15][C:16]([C:19]([O:21][CH2:22][CH3:23])=[O:20])=[CH:17][N:18]=1. (2) Given the reactants [Cl:1][C:2]1[CH:7]=[CH:6][C:5]([CH:8]([C:20]2[CH:28]=[CH:27][C:23]([C:24](O)=[O:25])=[CH:22][CH:21]=2)[CH2:9][C:10]([C:12]2[CH:17]=[CH:16][C:15](=[O:18])[N:14]([CH3:19])[CH:13]=2)=[O:11])=[C:4]([CH3:29])[CH:3]=1.[CH3:30][S:31]([CH2:34][CH2:35][NH2:36])(=[O:33])=[O:32].F[P-](F)(F)(F)(F)F.N1(O[P+](N(C)C)(N(C)C)N(C)C)C2C=CC=CC=2N=N1, predict the reaction product. The product is: [Cl:1][C:2]1[CH:7]=[CH:6][C:5]([CH:8]([C:20]2[CH:21]=[CH:22][C:23]([C:24]([NH:36][CH2:35][CH2:34][S:31]([CH3:30])(=[O:33])=[O:32])=[O:25])=[CH:27][CH:28]=2)[CH2:9][C:10]([C:12]2[CH:17]=[CH:16][C:15](=[O:18])[N:14]([CH3:19])[CH:13]=2)=[O:11])=[C:4]([CH3:29])[CH:3]=1. (3) Given the reactants [H-].[Na+].[Br:3][C:4]1[CH:5]=[C:6]2[NH:12][CH:11]=[CH:10][C:7]2=[N:8][CH:9]=1.[C:13]1([S:19](Cl)(=[O:21])=[O:20])[CH:18]=[CH:17][CH:16]=[CH:15][CH:14]=1, predict the reaction product. The product is: [C:13]1([S:19]([N:12]2[C:6]3[C:7](=[N:8][CH:9]=[C:4]([Br:3])[CH:5]=3)[CH:10]=[CH:11]2)(=[O:21])=[O:20])[CH:18]=[CH:17][CH:16]=[CH:15][CH:14]=1. (4) Given the reactants O.[NH2:2][NH2:3].[Br:4][C:5]1[C:12]([F:13])=[C:11]([F:14])[C:8]([C:9]#[N:10])=[C:7](F)[C:6]=1[F:16].O, predict the reaction product. The product is: [Br:4][C:5]1[C:6]([F:16])=[C:7]2[C:8]([C:9]([NH2:10])=[N:2][NH:3]2)=[C:11]([F:14])[C:12]=1[F:13]. (5) Given the reactants [Cl:1][C:2]1[C:7]2[N:8]([CH2:19][CH2:20][CH3:21])[C:9]([C:11]3[CH:12]=[N:13][C:14](Cl)=[C:15]([Cl:17])[CH:16]=3)=[N:10][C:6]=2[CH:5]=[CH:4][CH:3]=1.[F:22][C:23]1[CH:29]=[CH:28][CH:27]=[CH:26][C:24]=1[NH2:25], predict the reaction product. The product is: [Cl:17][C:15]1[C:14]([NH:25][C:24]2[CH:26]=[CH:27][CH:28]=[CH:29][C:23]=2[F:22])=[N:13][CH:12]=[C:11]([C:9]2[N:8]([CH2:19][CH2:20][CH3:21])[C:7]3[C:2]([Cl:1])=[CH:3][CH:4]=[CH:5][C:6]=3[N:10]=2)[CH:16]=1. (6) The product is: [OH:20][C:18]1[CH:17]=[C:7]([CH:6]=[C:5]([O:4][CH:2]([CH3:3])[CH3:1])[CH:19]=1)[C:8]([NH:10][C:11]1[CH:15]=[CH:14][N:13]([CH3:16])[N:12]=1)=[O:9]. Given the reactants [CH3:1][CH:2]([O:4][C:5]1[CH:6]=[C:7]([CH:17]=[C:18]([O:20]CC2C=CC=CC=2)[CH:19]=1)[C:8]([NH:10][C:11]1[CH:15]=[CH:14][N:13]([CH3:16])[N:12]=1)=[O:9])[CH3:3], predict the reaction product.